This data is from Full USPTO retrosynthesis dataset with 1.9M reactions from patents (1976-2016). The task is: Predict the reactants needed to synthesize the given product. (1) Given the product [NH2:10][C:8]1[CH:31]=[C:30]([N:29]([C:32]2[CH:33]=[C:42]([Cl:44])[CH:43]=[C:35]([Cl:34])[CH:36]=2)[CH:27]=[O:25])[CH:5]=[C:6]([NH:13][C:14]2[CH:19]=[CH:18][CH:17]=[C:16]([C:20]([F:21])([F:22])[F:23])[CH:15]=2)[CH:7]=1, predict the reactants needed to synthesize it. The reactants are: [N+](C1[CH:5]=[C:6]([NH:13][C:14]2[CH:19]=[CH:18][CH:17]=[C:16]([C:20]([F:23])([F:22])[F:21])[CH:15]=2)[CH:7]=[C:8]([N+:10]([O-])=O)C=1)([O-])=O.B(O)[OH:25].[CH2:27]([N:29]([CH2:32][CH3:33])[CH2:30][CH3:31])C.[Cl:34][C:35]1[CH:36]=C(C=[C:42]([Cl:44])[CH:43]=1)C(Cl)=O. (2) Given the product [C:1]([C:3]1[CH:4]=[C:5]([CH:10]=[C:11]([C:13]([F:14])([F:15])[F:16])[CH:12]=1)[C:6]([OH:8])=[O:7])#[N:2], predict the reactants needed to synthesize it. The reactants are: [C:1]([C:3]1[CH:4]=[C:5]([CH:10]=[C:11]([C:13]([F:16])([F:15])[F:14])[CH:12]=1)[C:6]([O:8]C)=[O:7])#[N:2].[I-].[Li+]. (3) Given the product [F:11][C:12]([F:23])([F:22])[C:13]([NH:1][CH2:2][C:3]1[CH:8]=[CH:7][N:6]=[C:5]([O:9][CH3:10])[CH:4]=1)=[O:14], predict the reactants needed to synthesize it. The reactants are: [NH2:1][CH2:2][C:3]1[CH:8]=[CH:7][N:6]=[C:5]([O:9][CH3:10])[CH:4]=1.[F:11][C:12]([F:23])([F:22])[C:13](O[C:13](=[O:14])[C:12]([F:23])([F:22])[F:11])=[O:14].